Dataset: Full USPTO retrosynthesis dataset with 1.9M reactions from patents (1976-2016). Task: Predict the reactants needed to synthesize the given product. (1) Given the product [CH2:1]([NH:3][C:4]([NH:6][C:7]1[CH:8]=[CH:9][C:10]([C:13]2[N:14]=[C:15]([N:23]3[CH2:28][CH2:27][O:26][CH2:25][C@@H:24]3[CH3:29])[C:16]3[CH2:22][CH2:21][N:20]([CH2:35][CH2:34][S:31]([CH3:30])(=[O:33])=[O:32])[CH2:19][C:17]=3[N:18]=2)=[CH:11][CH:12]=1)=[O:5])[CH3:2], predict the reactants needed to synthesize it. The reactants are: [CH2:1]([NH:3][C:4]([NH:6][C:7]1[CH:12]=[CH:11][C:10]([C:13]2[N:14]=[C:15]([N:23]3[CH2:28][CH2:27][O:26][CH2:25][C@@H:24]3[CH3:29])[C:16]3[CH2:22][CH2:21][NH:20][CH2:19][C:17]=3[N:18]=2)=[CH:9][CH:8]=1)=[O:5])[CH3:2].[CH3:30][S:31]([CH:34]=[CH2:35])(=[O:33])=[O:32].CCN(C(C)C)C(C)C. (2) Given the product [Br:1][C:2]1[CH:7]=[CH:6][C:5]([CH2:8][C:9]([NH:20][CH3:19])=[O:10])=[C:4]([F:12])[CH:3]=1, predict the reactants needed to synthesize it. The reactants are: [Br:1][C:2]1[CH:7]=[CH:6][C:5]([CH2:8][C:9](O)=[O:10])=[C:4]([F:12])[CH:3]=1.C(Cl)(=O)C(Cl)=O.[CH3:19][NH2:20]. (3) Given the product [C:1]([O:5][C:6]([N:8]1[CH2:17][CH2:16][C:15]2[C:10](=[CH:11][CH:12]=[CH:13][C:14]=2/[CH:18]=[CH:19]/[C:20]([O:22][CH2:29][CH3:30])=[O:21])[CH2:9]1)=[O:7])([CH3:4])([CH3:2])[CH3:3], predict the reactants needed to synthesize it. The reactants are: [C:1]([O:5][C:6]([N:8]1[CH2:17][CH2:16][C:15]2[C:10](=[CH:11][CH:12]=[CH:13][C:14]=2/[CH:18]=[CH:19]/[C:20]([OH:22])=[O:21])[CH2:9]1)=[O:7])([CH3:4])([CH3:3])[CH3:2].C([O-])([O-])=O.[Cs+].[Cs+].[CH2:29](I)[CH3:30].O. (4) Given the product [OH:1][C@:2]1([C:30]([F:35])([F:36])[C:31]([F:32])([F:33])[F:34])[C@:18]2([CH3:19])[C@H:5]([C@H:6]3[C:15]([C@@H:16]([C:20]4[CH:21]=[CH:22][C:23]([CH:26]([O:28][C:45](=[O:46])[C@@H:44]([NH:43][C:41]([O:40][CH2:37][CH:38]=[CH2:39])=[O:42])[CH:48]([CH3:50])[CH3:49])[CH3:27])=[CH:24][CH:25]=4)[CH2:17]2)=[C:14]2[C:9](=[CH:10][C:11](=[O:29])[CH2:12][CH2:13]2)[CH2:8][CH2:7]3)[CH2:4][CH2:3]1, predict the reactants needed to synthesize it. The reactants are: [OH:1][C@:2]1([C:30]([F:36])([F:35])[C:31]([F:34])([F:33])[F:32])[C@:18]2([CH3:19])[C@H:5]([C@H:6]3[C:15]([C@@H:16]([C:20]4[CH:25]=[CH:24][C:23]([CH:26]([OH:28])[CH3:27])=[CH:22][CH:21]=4)[CH2:17]2)=[C:14]2[C:9](=[CH:10][C:11](=[O:29])[CH2:12][CH2:13]2)[CH2:8][CH2:7]3)[CH2:4][CH2:3]1.[CH2:37]([O:40][C:41]([NH:43][C@@H:44]([CH:48]([CH3:50])[CH3:49])[C:45](O)=[O:46])=[O:42])[CH:38]=[CH2:39]. (5) Given the product [Cl:25][C:26]1[CH:27]=[C:28]([CH:31]=[CH:32][C:33]=1[Cl:34])[CH2:29][NH:30][C:4]([C:6]1[N:7]=[C:8]([C:15]2[C:16]([O:23][CH3:24])=[CH:17][CH:18]=[CH:19][C:20]=2[O:21][CH3:22])[N:9]([CH3:14])[C:10](=[O:13])[C:11]=1[OH:12])=[O:3], predict the reactants needed to synthesize it. The reactants are: C([O:3][C:4]([C:6]1[N:7]=[C:8]([C:15]2[C:20]([O:21][CH3:22])=[CH:19][CH:18]=[CH:17][C:16]=2[O:23][CH3:24])[N:9]([CH3:14])[C:10](=[O:13])[C:11]=1[OH:12])=O)C.[Cl:25][C:26]1[CH:27]=[C:28]([CH:31]=[CH:32][C:33]=1[Cl:34])[CH2:29][NH2:30]. (6) Given the product [CH3:8][O:7][C:5]1[CH:4]=[CH:3][C:12]([CH:11]2[C:10]([CH3:9])=[N:13][NH:21][N:20]2[CH3:17])=[CH:29][C:23]=1[C:22]([O:25][CH3:26])=[O:24], predict the reactants needed to synthesize it. The reactants are: CO[C:3]1[CH:12]=[CH:11][C:10]([NH:13]C(=S)C)=[CH:9][C:4]=1[C:5]([O:7][CH3:8])=O.[C:17]([NH:20][NH2:21])(=O)C.[C:22]([O:25][CH2:26]C)(=[O:24])[CH3:23].Cl[CH2:29]Cl.CO.ClCCl. (7) Given the product [CH:8]1[C:9]2[C:17]3[CH2:18][CH2:19][NH:13][CH2:14][CH2:15][C:16]=3[N:1]3[C:10]=2[C:5]([CH2:4][CH2:3][CH2:2]3)=[CH:6][CH:7]=1, predict the reactants needed to synthesize it. The reactants are: [NH:1]1[C:10]2[C:5](=[CH:6][CH:7]=[CH:8][CH:9]=2)[CH:4]=[CH:3][CH:2]1N.Cl.[NH:13]1[CH2:19][CH2:18][CH2:17][C:16](=O)[CH2:15][CH2:14]1.Cl.